From a dataset of Reaction yield outcomes from USPTO patents with 853,638 reactions. Predict the reaction yield, written as a fraction of the theoretical maximum amount of product (1.0 means a 100% yield; for example, 0.34 means a 34% yield). (1) No catalyst specified. The product is [CH:1]([CH:4]1[C:8](=[O:9])[C:7]([CH3:10])([CH3:11])[CH2:6][CH2:5][CH2:12]1)([CH3:2])[CH3:3]. The yield is 0.780. The reactants are [CH:1]([CH:4]1[C:8](=[O:9])[C:7]([CH3:11])([CH3:10])[CH2:6][CH2:5]1)([CH3:3])[CH3:2].[CH3:12]C1(C)CCCCC1=O.C([N-]C(C)C)(C)C.[Li+].CN1C(=O)N(C)CCC1.IC(C)C. (2) The reactants are [CH3:1][C:2]1[C:3]([C@H:8]2[CH:13](C)[CH2:12][CH2:11][C@@H:10]([C:15]3[CH:20]=[CH:19][CH:18]=[CH:17][N:16]=3)[N:9]2[CH2:21][C:22]2[CH:29]=[CH:28][C:25]([C:26]#[N:27])=[C:24]([O:30][N:31]=C(C)C)[CH:23]=2)=[N:4][CH:5]=[CH:6][CH:7]=1.Cl.[CH3:36]CO. No catalyst specified. The product is [CH3:1][C:2]1[CH:3]([C@@H:8]2[CH2:13][CH2:12][CH2:11][C@H:10]([C:15]3[C:20]([CH3:36])=[CH:19][CH:18]=[CH:17][N:16]=3)[N:9]2[CH2:21][C:22]2[CH:29]=[CH:28][C:25]3[C:26]([NH2:27])=[N:31][O:30][C:24]=3[CH:23]=2)[NH:4][CH:5]=[CH:6][CH:7]=1. The yield is 0.620. (3) The reactants are Cl.[C:2]1([CH3:10])[CH:7]=[CH:6][C:5]([NH:8]N)=[CH:4][CH:3]=1.[C:11]([N:16]1[CH2:21][CH2:20][C:19](=O)[CH2:18][CH2:17]1)([O:13][CH2:14][CH3:15])=[O:12]. The catalyst is CCO. The product is [CH3:10][C:2]1[CH:7]=[CH:6][C:5]2[NH:8][C:19]3[CH2:20][CH2:21][N:16]([C:11]([O:13][CH2:14][CH3:15])=[O:12])[CH2:17][C:18]=3[C:4]=2[CH:3]=1. The yield is 0.860. (4) The reactants are [Cl:1][C:2]1[CH:7]=[CH:6][C:5]([N:8]2[C:12]([CH3:13])=[CH:11][CH:10]=[C:9]2[C:14]2[CH:19]=[CH:18][C:17]([Cl:20])=[CH:16][CH:15]=2)=[CH:4][CH:3]=1.Cl.[F:22][C:23]([F:37])([F:36])[C:24]1[CH:25]=[C:26]([N:30]2[CH2:35][CH2:34][NH:33][CH2:32][CH2:31]2)[CH:27]=[CH:28][CH:29]=1.[CH2:38]=O.[OH-].[Na+]. The catalyst is C(#N)C.C(O)(=O)C. The product is [Cl:1][C:2]1[CH:7]=[CH:6][C:5]([N:8]2[C:9]([C:14]3[CH:19]=[CH:18][C:17]([Cl:20])=[CH:16][CH:15]=3)=[CH:10][C:11]([CH2:38][N:33]3[CH2:34][CH2:35][N:30]([C:26]4[CH:27]=[CH:28][CH:29]=[C:24]([C:23]([F:22])([F:36])[F:37])[CH:25]=4)[CH2:31][CH2:32]3)=[C:12]2[CH3:13])=[CH:4][CH:3]=1. The yield is 0.662. (5) The reactants are Br[CH2:2][C:3]1[CH:4]=[C:5]([CH:15]=[CH:16][CH:17]=1)[CH2:6][P:7](=[O:14])([O:11][CH2:12][CH3:13])[O:8][CH2:9][CH3:10].[C:18]1(=[O:28])[NH:22][C:21](=[O:23])[C:20]2=[CH:24][CH:25]=[CH:26][CH:27]=[C:19]12.[K].CN(C)C=O. The catalyst is O. The product is [O:23]=[C:21]1[C:20]2[C:19](=[CH:27][CH:26]=[CH:25][CH:24]=2)[C:18](=[O:28])[N:22]1[CH2:2][C:3]1[CH:4]=[C:5]([CH:15]=[CH:16][CH:17]=1)[CH2:6][P:7](=[O:14])([O:11][CH2:12][CH3:13])[O:8][CH2:9][CH3:10]. The yield is 0.780.